This data is from Catalyst prediction with 721,799 reactions and 888 catalyst types from USPTO. The task is: Predict which catalyst facilitates the given reaction. (1) Reactant: [OH:1][C:2]1[CH:3]=[N:4][C:5]([N:8]2[C:13](=[O:14])[CH2:12][C:11]([CH3:16])([CH3:15])[CH2:10][C:9]2=[O:17])=[N:6][CH:7]=1.[CH3:18][N:19]([C:23]1[CH:28]=[CH:27][CH:26]=[CH:25][CH:24]=1)[C:20](Cl)=[O:21].N12CCN(CC1)CC2. Product: [CH3:16][C:11]1([CH3:15])[CH2:10][C:9](=[O:17])[N:8]([C:5]2[N:6]=[CH:7][C:2]([O:1][C:20](=[O:21])[N:19]([CH3:18])[C:23]3[CH:28]=[CH:27][CH:26]=[CH:25][CH:24]=3)=[CH:3][N:4]=2)[C:13](=[O:14])[CH2:12]1. The catalyst class is: 4. (2) Reactant: [CH3:1][O:2][C:3]([C:5]12[CH2:14][CH:9]3[CH2:10][CH:11]([CH2:13][CH:7]([CH:8]3[NH:15][CH2:16][C:17]([NH2:26])([C:19]3[CH:24]=[CH:23][CH:22]=[C:21]([Cl:25])[CH:20]=3)[CH3:18])[CH2:6]1)[CH2:12]2)=[O:4].Cl[C:28](Cl)([O:30]C(=O)OC(Cl)(Cl)Cl)Cl.C(N(CC)CC)C. Product: [CH3:1][O:2][C:3]([C:5]12[CH2:14][CH:9]3[CH2:10][CH:11]([CH2:13][CH:7]([CH:8]3[N:15]3[CH2:16][C:17]([C:19]4[CH:24]=[CH:23][CH:22]=[C:21]([Cl:25])[CH:20]=4)([CH3:18])[NH:26][C:28]3=[O:30])[CH2:6]1)[CH2:12]2)=[O:4]. The catalyst class is: 2. (3) Reactant: [O:1]=[C:2]1[N:6]([C:7]2[CH:8]=[CH:9][C:10]3[C:16](=[O:17])[CH2:15][CH2:14][CH2:13][CH2:12][C:11]=3[CH:18]=2)[CH2:5][C@H:4]([CH2:19][NH:20][C:21](=[O:23])[CH3:22])[O:3]1.[Li+].C[Si]([N-][Si](C)(C)C)(C)C.[C:34](Cl)(=[O:38])[CH2:35][CH2:36][CH3:37].[Cl-].[NH4+]. Product: [C:34]([CH:15]1[CH2:14][CH2:13][CH2:12][C:11]2[CH:18]=[C:7]([N:6]3[CH2:5][C@H:4]([CH2:19][NH:20][C:21](=[O:23])[CH3:22])[O:3][C:2]3=[O:1])[CH:8]=[CH:9][C:10]=2[C:16]1=[O:17])(=[O:38])[CH2:35][CH2:36][CH3:37]. The catalyst class is: 1.